This data is from Reaction yield outcomes from USPTO patents with 853,638 reactions. The task is: Predict the reaction yield, written as a fraction of the theoretical maximum amount of product (1.0 means a 100% yield; for example, 0.34 means a 34% yield). (1) The reactants are Cl.Cl.[NH2:3][CH2:4][C:5]1[NH:6][C:7]2[CH:13]=[CH:12][CH:11]=[CH:10][C:8]=2[N:9]=1.CCN(C(C)C)C(C)C.C1C=CC(C([N:31]=[C:32]=[S:33])=O)=CC=1. The catalyst is ClCCl. The product is [NH:9]1[C:8]2[CH:10]=[CH:11][CH:12]=[CH:13][C:7]=2[N:6]=[C:5]1[CH2:4][NH:3][C:32]([NH2:31])=[S:33]. The yield is 0.620. (2) The reactants are [CH3:1][C@H:2]1[CH2:7][N:6]([C:8]2[CH:13]=[CH:12][N:11]=[CH:10][C:9]=2[N+:14]([O-])=O)[CH2:5][C@@H:4]([NH:17][C:18](=[O:24])[O:19][C:20]([CH3:23])([CH3:22])[CH3:21])[CH2:3]1.CC(O)=O.O. The catalyst is [Fe]. The product is [NH2:14][C:9]1[CH:10]=[N:11][CH:12]=[CH:13][C:8]=1[N:6]1[CH2:7][C@H:2]([CH3:1])[CH2:3][C@H:4]([NH:17][C:18](=[O:24])[O:19][C:20]([CH3:23])([CH3:22])[CH3:21])[CH2:5]1. The yield is 0.600. (3) The reactants are [I:1][C:2]1[CH:10]=[CH:9][C:8]2[NH:7][C:6]3[CH2:11][CH2:12][N:13]([CH3:15])[CH2:14][C:5]=3[C:4]=2[CH:3]=1.[OH-].[K+].[CH3:18][C:19]1[CH:24]=[CH:23][C:22]([CH:25]=[CH2:26])=[CH:21][N:20]=1. The catalyst is CN1CCCC1=O.O. The product is [I:1][C:2]1[CH:10]=[CH:9][C:8]2[N:7]([CH2:26][CH2:25][C:22]3[CH:21]=[N:20][C:19]([CH3:18])=[CH:24][CH:23]=3)[C:6]3[CH2:11][CH2:12][N:13]([CH3:15])[CH2:14][C:5]=3[C:4]=2[CH:3]=1. The yield is 0.152. (4) The reactants are [Cl:1][C:2]1[CH:3]=[C:4]2[C:8](=[C:9]([NH:11][CH:12]3[CH2:17][CH2:16][NH:15][CH2:14][CH2:13]3)[CH:10]=1)[NH:7][C:6]([CH2:18][CH2:19][N:20]1[CH2:25][CH2:24][NH:23][C:22](=[O:26])[CH2:21]1)=[CH:5]2.C(N(CC)CC)C.[C:34](OC(=O)C)(=[O:36])[CH3:35]. The catalyst is ClCCl. The product is [C:34]([N:15]1[CH2:14][CH2:13][CH:12]([NH:11][C:9]2[CH:10]=[C:2]([Cl:1])[CH:3]=[C:4]3[C:8]=2[NH:7][C:6]([CH2:18][CH2:19][N:20]2[CH2:25][CH2:24][NH:23][C:22](=[O:26])[CH2:21]2)=[CH:5]3)[CH2:17][CH2:16]1)(=[O:36])[CH3:35]. The yield is 0.480. (5) The reactants are [Cl:1][C:2]1[CH:3]=[C:4]([CH2:13][C@@H:14]([CH2:19][C:20]([O:22][CH3:23])=[O:21])[C:15]([O:17]C)=O)[C:5]([CH2:11]Cl)=[C:6]2[C:10]=1[NH:9][N:8]=[CH:7]2.Cl.Cl.[NH:26]1[CH:30]=[CH:29][N:28]=[C:27]1[CH2:31][NH2:32].C(N(CC)CC)C.C(O)(=O)C. The catalyst is C(#N)C.ClCCl. The product is [NH:26]1[CH:30]=[CH:29][N:28]=[C:27]1[CH2:31][N:32]1[C:15](=[O:17])[C@H:14]([CH2:19][C:20]([O:22][CH3:23])=[O:21])[CH2:13][C:4]2[CH:3]=[C:2]([Cl:1])[C:10]3[NH:9][N:8]=[CH:7][C:6]=3[C:5]=2[CH2:11]1. The yield is 0.240.